Dataset: Reaction yield outcomes from USPTO patents with 853,638 reactions. Task: Predict the reaction yield, written as a fraction of the theoretical maximum amount of product (1.0 means a 100% yield; for example, 0.34 means a 34% yield). (1) The reactants are [C:1]([O:5][C:6]([N:8]([CH3:32])[CH:9]1[CH2:14][CH2:13][CH:12]([O:15][C:16]2[C:27]3[C:26]4[C@H:25]([CH2:28][C:29](O)=[O:30])[CH2:24][CH2:23][C:22]=4[S:21][C:20]=3[N:19]=[CH:18][N:17]=2)[CH2:11][CH2:10]1)=[O:7])([CH3:4])([CH3:3])[CH3:2].[F:33][C:34]1[CH:35]=[CH:36][C:37]([NH2:40])=[N:38][CH:39]=1.CN(C(ON1N=NC2C=CC=NC1=2)=[N+](C)C)C.F[P-](F)(F)(F)(F)F.CCN(C(C)C)C(C)C. The catalyst is CN(C=O)C. The product is [F:33][C:34]1[CH:35]=[CH:36][C:37]([NH:40][C:29]([CH2:28][C@@H:25]2[CH2:24][CH2:23][C:22]3[S:21][C:20]4[N:19]=[CH:18][N:17]=[C:16]([O:15][CH:12]5[CH2:13][CH2:14][CH:9]([N:8]([CH3:32])[C:6](=[O:7])[O:5][C:1]([CH3:3])([CH3:2])[CH3:4])[CH2:10][CH2:11]5)[C:27]=4[C:26]2=3)=[O:30])=[N:38][CH:39]=1. The yield is 0.810. (2) The reactants are [Br:1][C:2]1[C:3]([NH:19][C:20]2[CH:24]=[C:23]([CH3:25])[NH:22][N:21]=2)=[N:4][C:5]([NH:8][CH2:9][C:10]2[O:14][N:13]=[C:12]([C:15](OC)=[O:16])[CH:11]=2)=[N:6][CH:7]=1.[NH3:26]. No catalyst specified. The product is [Br:1][C:2]1[C:3]([NH:19][C:20]2[CH:24]=[C:23]([CH3:25])[NH:22][N:21]=2)=[N:4][C:5]([NH:8][CH2:9][C:10]2[O:14][N:13]=[C:12]([C:15](=[O:16])[NH2:26])[CH:11]=2)=[N:6][CH:7]=1. The yield is 0.760. (3) The reactants are [O:1]1[C:5]2([CH2:10][CH2:9][CH:8]([N:11]3[C:16](=[O:17])[C:15]([CH2:18][C:19]4[CH:24]=[CH:23][C:22]([C:25]5[C:26]([C:31]#[N:32])=[CH:27][CH:28]=[CH:29][CH:30]=5)=[CH:21][CH:20]=4)=[C:14]([CH2:33][CH2:34][CH3:35])[N:13]4[N:36]=[C:37]([CH3:39])[N:38]=[C:12]34)[CH2:7][CH2:6]2)[O:4][CH2:3][CH2:2]1.C([BH3-])#N.[Na+].B(F)(F)F.CCOCC.C(=O)([O-])O.[Na+]. The catalyst is O1CCCC1. The product is [OH:1][CH2:2][CH2:3][O:4][C@H:5]1[CH2:10][CH2:9][C@H:8]([N:11]2[C:16](=[O:17])[C:15]([CH2:18][C:19]3[CH:24]=[CH:23][C:22]([C:25]4[C:26]([C:31]#[N:32])=[CH:27][CH:28]=[CH:29][CH:30]=4)=[CH:21][CH:20]=3)=[C:14]([CH2:33][CH2:34][CH3:35])[N:13]3[N:36]=[C:37]([CH3:39])[N:38]=[C:12]23)[CH2:7][CH2:6]1. The yield is 0.580. (4) The product is [C:6]([C:8]1[CH:13]=[CH:12][C:11]([C:14]2[C:15]([CH3:49])([CH3:48])[C@H:16]3[C@:29]([CH3:32])([CH2:30][CH:31]=2)[C@@H:28]2[C@:19]([CH3:47])([C@@:20]4([CH3:46])[C@H:25]([CH2:26][CH2:27]2)[C@H:24]2[C@H:33]([C:36]([CH2:38][NH:39][CH2:40][CH2:41][OH:42])=[CH2:37])[CH2:34][CH2:35][C@:23]2([C:43]([OH:45])=[O:44])[CH2:22][CH2:21]4)[CH2:18][CH2:17]3)=[CH:10][CH:9]=1)([OH:7])=[O:5]. The catalyst is C(Cl)Cl. The yield is 0.349. The reactants are C([O:5][C:6]([C:8]1[CH:13]=[CH:12][C:11]([C:14]2[C:15]([CH3:49])([CH3:48])[C@H:16]3[C@:29]([CH3:32])([CH2:30][CH:31]=2)[C@@H:28]2[C@:19]([CH3:47])([C@@:20]4([CH3:46])[C@H:25]([CH2:26][CH2:27]2)[C@H:24]2[C@H:33]([C:36]([CH2:38][NH:39][CH2:40][CH2:41][OH:42])=[CH2:37])[CH2:34][CH2:35][C@:23]2([C:43]([OH:45])=[O:44])[CH2:22][CH2:21]4)[CH2:18][CH2:17]3)=[CH:10][CH:9]=1)=[O:7])(C)(C)C.C(O)(C(F)(F)F)=O. (5) The reactants are Cl.[CH3:2][C:3]1([CH3:9])[CH2:7][NH:6][CH2:5][C@H:4]1[OH:8].Cl[C:11]1[S:12][C:13]2[CH:19]=[CH:18][CH:17]=[CH:16][C:14]=2[N:15]=1.C(=O)(O)[O-].[Na+]. The catalyst is O. The product is [S:12]1[C:13]2[CH:19]=[CH:18][CH:17]=[CH:16][C:14]=2[N:15]=[C:11]1[N:6]1[CH2:7][C:3]([CH3:9])([CH3:2])[C@H:4]([OH:8])[CH2:5]1. The yield is 0.960. (6) The reactants are Br[CH2:2][C:3]([C:5]1[C:6]([C:11]2[CH:16]=[CH:15][CH:14]=[CH:13][CH:12]=2)=[N:7][O:8][C:9]=1[CH3:10])=O.[CH2:17]1[CH:19]([C:20]([NH2:22])=[NH:21])[CH2:18]1.Cl. No catalyst specified. The product is [CH:19]1([C:20]2[NH:21][CH:2]=[C:3]([C:5]3[C:6]([C:11]4[CH:16]=[CH:15][CH:14]=[CH:13][CH:12]=4)=[N:7][O:8][C:9]=3[CH3:10])[N:22]=2)[CH2:17][CH2:18]1. The yield is 0.850.